From a dataset of Peptide-MHC class I binding affinity with 185,985 pairs from IEDB/IMGT. Regression. Given a peptide amino acid sequence and an MHC pseudo amino acid sequence, predict their binding affinity value. This is MHC class I binding data. The peptide sequence is EFLTRNPAW. The MHC is HLA-A29:02 with pseudo-sequence HLA-A29:02. The binding affinity (normalized) is 0.00927.